From a dataset of Forward reaction prediction with 1.9M reactions from USPTO patents (1976-2016). Predict the product of the given reaction. Given the reactants [CH3:1][C:2]1[CH:7]=[CH:6][CH:5]=[C:4]([C:8]#[C:9][CH:10]=[C:11]2[CH2:16][CH2:15][NH:14][CH2:13][CH2:12]2)[N:3]=1.Br[C:18]1[C:27]2[C:22](=[CH:23][CH:24]=[CH:25][CH:26]=2)[CH:21]=[N:20][CH:19]=1.C(=O)([O-])[O-].[Cs+].[Cs+].C1(P(C2C=CC=CC=2)C2C=CC3C(=CC=CC=3)C=2C2C3C(=CC=CC=3)C=CC=2P(C2C=CC=CC=2)C2C=CC=CC=2)C=CC=CC=1, predict the reaction product. The product is: [CH3:1][C:2]1[N:3]=[C:4]([C:8]#[C:9][CH:10]=[C:11]2[CH2:12][CH2:13][N:14]([C:18]3[C:27]4[C:22](=[CH:23][CH:24]=[CH:25][CH:26]=4)[CH:21]=[N:20][CH:19]=3)[CH2:15][CH2:16]2)[CH:5]=[CH:6][CH:7]=1.